Dataset: Reaction yield outcomes from USPTO patents with 853,638 reactions. Task: Predict the reaction yield, written as a fraction of the theoretical maximum amount of product (1.0 means a 100% yield; for example, 0.34 means a 34% yield). (1) The reactants are [C:1]([O:5][C:6]([N:8]1[CH2:13][CH2:12][CH:11]([O:14][C:15]2[C:20]([C:21](O)=[O:22])=[CH:19][C:18]([N+:24]([O-:26])=[O:25])=[C:17]([CH3:27])[CH:16]=2)[CH2:10][CH2:9]1)=[O:7])([CH3:4])([CH3:3])[CH3:2].ClC(OCC(C)C)=O.C([N:38](CC)CC)C.N. The catalyst is ClCCl. The product is [C:1]([O:5][C:6]([N:8]1[CH2:9][CH2:10][CH:11]([O:14][C:15]2[C:20]([C:21](=[O:22])[NH2:38])=[CH:19][C:18]([N+:24]([O-:26])=[O:25])=[C:17]([CH3:27])[CH:16]=2)[CH2:12][CH2:13]1)=[O:7])([CH3:3])([CH3:2])[CH3:4]. The yield is 0.970. (2) The reactants are [Na].[Br:2][C:3]1[CH:8]=[CH:7][C:6]([C:9]2[N:10]=[C:11]([C:15]([OH:17])=O)[N:12]([CH3:14])[CH:13]=2)=[CH:5][CH:4]=1.CN1CCOCC1.ClC(OCC(C)C)=O.Cl.[CH3:34][NH:35][O:36][CH3:37]. The catalyst is C(Cl)Cl. The product is [Br:2][C:3]1[CH:4]=[CH:5][C:6]([C:9]2[N:10]=[C:11]([C:15]([N:35]([CH3:34])[O:36][CH3:37])=[O:17])[N:12]([CH3:14])[CH:13]=2)=[CH:7][CH:8]=1. The yield is 0.320. (3) The reactants are [Cl:1][C:2]1[CH:7]=[C:6]([C:8]2[CH:13]=[N:12][CH:11]=[C:10]([CH3:14])[N:9]=2)[CH:5]=[CH:4][C:3]=1[NH:15]C(=O)OC(C)(C)C.Cl. The catalyst is CCOC(C)=O. The product is [Cl:1][C:2]1[CH:7]=[C:6]([C:8]2[CH:13]=[N:12][CH:11]=[C:10]([CH3:14])[N:9]=2)[CH:5]=[CH:4][C:3]=1[NH2:15]. The yield is 0.920. (4) The product is [Cl:24][C:19]1[CH:20]=[CH:21][CH:22]=[CH:23][C:18]=1[CH2:17][CH2:16][N:1]1[CH:5]=[C:4]([C:6]2[CH:11]=[C:10]([C:12]([NH2:14])=[O:13])[CH:9]=[CH:8][N:7]=2)[N:3]=[CH:2]1. The reactants are [NH:1]1[CH:5]=[C:4]([C:6]2[CH:11]=[C:10]([C:12]([NH2:14])=[O:13])[CH:9]=[CH:8][N:7]=2)[N:3]=[CH:2]1.Br[CH2:16][CH2:17][C:18]1[CH:23]=[CH:22][CH:21]=[CH:20][C:19]=1[Cl:24].C([O-])([O-])=O.[K+].[K+]. The catalyst is CN(C=O)C. The yield is 0.340.